Task: Regression. Given two drug SMILES strings and cell line genomic features, predict the synergy score measuring deviation from expected non-interaction effect.. Dataset: NCI-60 drug combinations with 297,098 pairs across 59 cell lines (1) Drug 1: C1=C(C(=O)NC(=O)N1)F. Drug 2: CC(C1=C(C=CC(=C1Cl)F)Cl)OC2=C(N=CC(=C2)C3=CN(N=C3)C4CCNCC4)N. Cell line: HCT-15. Synergy scores: CSS=42.2, Synergy_ZIP=-1.02, Synergy_Bliss=-2.88, Synergy_Loewe=-3.76, Synergy_HSA=-2.28. (2) Drug 1: C1CN1P(=S)(N2CC2)N3CC3. Drug 2: CCC1(CC2CC(C3=C(CCN(C2)C1)C4=CC=CC=C4N3)(C5=C(C=C6C(=C5)C78CCN9C7C(C=CC9)(C(C(C8N6C)(C(=O)OC)O)OC(=O)C)CC)OC)C(=O)OC)O.OS(=O)(=O)O. Cell line: A549. Synergy scores: CSS=29.4, Synergy_ZIP=-7.82, Synergy_Bliss=-2.49, Synergy_Loewe=-35.6, Synergy_HSA=-3.18. (3) Drug 1: CC12CCC3C(C1CCC2=O)CC(=C)C4=CC(=O)C=CC34C. Drug 2: CC1OCC2C(O1)C(C(C(O2)OC3C4COC(=O)C4C(C5=CC6=C(C=C35)OCO6)C7=CC(=C(C(=C7)OC)O)OC)O)O. Cell line: MALME-3M. Synergy scores: CSS=41.4, Synergy_ZIP=4.48, Synergy_Bliss=6.05, Synergy_Loewe=-5.10, Synergy_HSA=7.11.